The task is: Predict the product of the given reaction.. This data is from Forward reaction prediction with 1.9M reactions from USPTO patents (1976-2016). (1) Given the reactants [CH3:1][O:2][C@H:3]1[CH2:8][CH2:7][C@H:6]([NH:9][C:10]2[CH:11]=[CH:12][C:13]3[N:14]([C:16]([C:19]4[CH:24]=[CH:23][N:22]=[CH:21][CH:20]=4)=[CH:17][N:18]=3)[N:15]=2)[CH2:5][CH2:4]1.ClC1C=C(C=CC=1)C(OO)=[O:30], predict the reaction product. The product is: [CH3:1][O:2][C@H:3]1[CH2:4][CH2:5][C@H:6]([NH:9][C:10]2[CH:11]=[CH:12][C:13]3[N:14]([C:16]([C:19]4[CH:20]=[CH:21][N+:22]([O-:30])=[CH:23][CH:24]=4)=[CH:17][N:18]=3)[N:15]=2)[CH2:7][CH2:8]1. (2) Given the reactants N.C1(C)C=CC(S(O)(=O)=O)=CC=1.[NH2:13][CH:14]([C:17]#[N:18])[C:15]#[N:16].C(OC)(OC)(OC)C.[CH:27]([N:30](CC)[CH:31](C)C)(C)[CH3:28].Cl.CN, predict the reaction product. The product is: [NH2:16][C:15]1[N:30]([CH3:31])[C:27]([CH3:28])=[N:13][C:14]=1[C:17]#[N:18]. (3) Given the reactants [OH:1][C:2]1[CH:3]=[C:4]([CH:9]=[C:10]([OH:15])[C:11]=1[CH:12]([CH3:14])[CH3:13])[C:5]([O:7][CH3:8])=[O:6].S(O[CH2:21][CH2:22][CH2:23][CH2:24][CH2:25][CH2:26][CH2:27][CH2:28]/[CH:29]=[CH:30]\[CH2:31]/[CH:32]=[CH:33]\[CH2:34][CH2:35][CH2:36][CH2:37][CH3:38])(=O)(=O)C.C(=O)([O-])[O-].[K+].[K+], predict the reaction product. The product is: [CH:12]([C:11]1[C:2]([O:1][CH2:21][CH2:22][CH2:23][CH2:24][CH2:25][CH2:26][CH2:27][CH2:28]/[CH:29]=[CH:30]\[CH2:31]/[CH:32]=[CH:33]\[CH2:34][CH2:35][CH2:36][CH2:37][CH3:38])=[CH:3][C:4]([C:5]([O:7][CH3:8])=[O:6])=[CH:9][C:10]=1[O:15][CH2:21][CH2:22][CH2:23][CH2:24][CH2:25][CH2:26][CH2:27][CH2:28]/[CH:29]=[CH:30]\[CH2:31]/[CH:32]=[CH:33]\[CH2:34][CH2:35][CH2:36][CH2:37][CH3:38])([CH3:13])[CH3:14]. (4) Given the reactants FC(F)(F)C(O)=O.ClCCCl.C([O:16][C:17]([C:19]1[C:24]([C:25]([F:28])([F:27])[F:26])=[CH:23][C:22](=[O:29])[N:21]([C:30]2[CH:35]=[CH:34][CH:33]=[CH:32][CH:31]=2)[C:20]=1[CH3:36])=[O:18])(C)(C)C, predict the reaction product. The product is: [CH3:36][C:20]1[N:21]([C:30]2[CH:35]=[CH:34][CH:33]=[CH:32][CH:31]=2)[C:22](=[O:29])[CH:23]=[C:24]([C:25]([F:26])([F:28])[F:27])[C:19]=1[C:17]([OH:18])=[O:16]. (5) Given the reactants [C:1]([O:5][C:6]([N:8]1[CH2:13][CH2:12][N:11]([C:14]2[CH:19]=[CH:18][C:17]([Cl:20])=[C:16]([O:21][CH3:22])[CH:15]=2)[CH2:10][CH:9]1[CH2:23][C:24](=[O:26])[CH3:25])=[O:7])([CH3:4])([CH3:3])[CH3:2].[CH2:27]([O:30][C:31]1[CH:38]=[CH:37][C:34]([CH:35]=O)=[C:33]([CH3:39])[C:32]=1[CH3:40])[CH:28]=[CH2:29].[Li+].[Cl-].C1CCN2C(=NCCC2)CC1, predict the reaction product. The product is: [C:1]([O:5][C:6]([N:8]1[CH2:13][CH2:12][N:11]([C:14]2[CH:19]=[CH:18][C:17]([Cl:20])=[C:16]([O:21][CH3:22])[CH:15]=2)[CH2:10][CH:9]1[CH2:23][C:24](=[O:26])[CH:25]=[CH:35][C:34]1[CH:37]=[CH:38][C:31]([O:30][CH2:27][CH:28]=[CH2:29])=[C:32]([CH3:40])[C:33]=1[CH3:39])=[O:7])([CH3:4])([CH3:3])[CH3:2]. (6) Given the reactants Br[C:2]1[N:7]=[CH:6][C:5]([C:8]2[C:16]3[C:11](=[CH:12][C:13]([F:17])=[CH:14][CH:15]=3)[N:10]([S:18]([C:21]3[CH:26]=[CH:25][CH:24]=[CH:23][CH:22]=3)(=[O:20])=[O:19])[CH:9]=2)=[CH:4][CH:3]=1.[NH2:27][CH2:28][CH2:29][CH2:30][S:31]([NH2:34])(=[O:33])=[O:32].CCN(C(C)C)C(C)C, predict the reaction product. The product is: [F:17][C:13]1[CH:12]=[C:11]2[C:16]([C:8]([C:5]3[CH:4]=[CH:3][C:2]([NH:27][CH2:28][CH2:29][CH2:30][S:31]([NH2:34])(=[O:33])=[O:32])=[N:7][CH:6]=3)=[CH:9][N:10]2[S:18]([C:21]2[CH:26]=[CH:25][CH:24]=[CH:23][CH:22]=2)(=[O:20])=[O:19])=[CH:15][CH:14]=1. (7) The product is: [Cl:1][C:2]1[C:3](=[O:21])[NH:4][N:5]=[CH:6][C:7]=1[O:8][CH2:9][CH:10]1[CH2:14][CH2:13][CH2:12][CH2:11]1. Given the reactants [Cl:1][C:2]1[C:3](=[O:21])[N:4](C2CCCCO2)[N:5]=[CH:6][C:7]=1[O:8][CH2:9][CH:10]1[CH2:14][CH2:13][CH2:12][CH2:11]1.Cl.[OH-].[Na+], predict the reaction product. (8) Given the reactants Br[C:2]1[C:11]2[C:6](=[CH:7][CH:8]=[CH:9][CH:10]=2)[CH:5]=[CH:4][C:3]=1[CH3:12].[CH3:13][O:14][C:15](=[O:45])[CH2:16][C@H:17]1[C:21]2[CH:22]=[CH:23][C:24]([O:26][C@H:27]3[C:35]4[C:30](=[C:31](B5OC(C)(C)C(C)(C)O5)[CH:32]=[CH:33][CH:34]=4)[CH2:29][CH2:28]3)=[CH:25][C:20]=2[O:19][CH2:18]1, predict the reaction product. The product is: [CH3:13][O:14][C:15](=[O:45])[CH2:16][C@H:17]1[C:21]2[CH:22]=[CH:23][C:24]([O:26][C@H:27]3[C:35]4[C:30](=[C:31]([C:2]5[C:11]6[C:6](=[CH:7][CH:8]=[CH:9][CH:10]=6)[CH:5]=[CH:4][C:3]=5[CH3:12])[CH:32]=[CH:33][CH:34]=4)[CH2:29][CH2:28]3)=[CH:25][C:20]=2[O:19][CH2:18]1. (9) Given the reactants Cl.[NH:2]1[CH2:7][CH2:6][C:5](=[O:8])[CH2:4][CH2:3]1.Br[C:10]([CH3:18])([CH3:17])[C:11]([O:13][CH:14]([CH3:16])[CH3:15])=[O:12].C(=O)([O-])[O-].[K+].[K+].N1CCCCC1=O, predict the reaction product. The product is: [CH3:17][C:10]([N:2]1[CH2:7][CH2:6][C:5](=[O:8])[CH2:4][CH2:3]1)([CH3:18])[C:11]([O:13][CH:14]([CH3:16])[CH3:15])=[O:12].